Dataset: Peptide-MHC class II binding affinity with 134,281 pairs from IEDB. Task: Regression. Given a peptide amino acid sequence and an MHC pseudo amino acid sequence, predict their binding affinity value. This is MHC class II binding data. (1) The peptide sequence is GWDLNAASAYCSTWD. The MHC is HLA-DQA10501-DQB10201 with pseudo-sequence HLA-DQA10501-DQB10201. The binding affinity (normalized) is 0.277. (2) The peptide sequence is AKGTTGFEAHVDKCLELAEY. The MHC is DRB1_0401 with pseudo-sequence DRB1_0401. The binding affinity (normalized) is 0. (3) The peptide sequence is FELLNAPATVCGPKL. The MHC is DRB1_1501 with pseudo-sequence DRB1_1501. The binding affinity (normalized) is 0.358. (4) The peptide sequence is DFDGRSEFAYGSFVR. The MHC is HLA-DQA10501-DQB10201 with pseudo-sequence HLA-DQA10501-DQB10201. The binding affinity (normalized) is 0.327. (5) The peptide sequence is HLCGSHFVEAL. The MHC is HLA-DQA10102-DQB10604 with pseudo-sequence HLA-DQA10102-DQB10604. The binding affinity (normalized) is 0.